This data is from Reaction yield outcomes from USPTO patents with 853,638 reactions. The task is: Predict the reaction yield, written as a fraction of the theoretical maximum amount of product (1.0 means a 100% yield; for example, 0.34 means a 34% yield). (1) The reactants are [NH2:1][C:2]1[CH:7]=[CH:6][CH:5]=[C:4](SC)[CH:3]=1.[CH2:10](N(CC)CC)C.Cl[C:18]([O:20][C:21]1[CH:26]=[CH:25][CH:24]=[CH:23][CH:22]=1)=[O:19].ClC1C=CC=C(C(OO)=O)C=1.[S:38]([O-:42])([O-])(=[O:40])=S.[Na+].[Na+]. The catalyst is O1CCCC1.O.C(OCC)(=O)C. The product is [CH3:10][S:38]([C:4]1[CH:3]=[C:2]([NH:1][C:18](=[O:19])[O:20][C:21]2[CH:26]=[CH:25][CH:24]=[CH:23][CH:22]=2)[CH:7]=[CH:6][CH:5]=1)(=[O:42])=[O:40]. The yield is 0.874. (2) The reactants are [CH3:1][CH:2]1[CH2:7][CH:6](O)[CH:5]=[C:4]([C:9]2[CH:14]=[CH:13][N:12]=[CH:11][C:10]=2[N+:15]([O-:17])=[O:16])[CH2:3]1.CC1C=CC(S(O)(=O)=O)=CC=1.CCOC(C)=O. The catalyst is O1CCOCC1. The product is [CH3:1][CH:2]1[CH2:3][C:4]([C:9]2[CH:14]=[CH:13][N:12]=[CH:11][C:10]=2[N+:15]([O-:17])=[O:16])=[CH:5][CH:6]=[CH:7]1. The yield is 0.680. (3) The reactants are [I:1][C:2]1[CH:9]=[CH:8][C:5]([CH2:6]Br)=[CH:4][CH:3]=1.[P:10]([O:17]CC)([O:14][CH2:15][CH3:16])[O:11][CH2:12][CH3:13]. The catalyst is CCOC(C)=O. The product is [I:1][C:2]1[CH:9]=[CH:8][C:5]([CH2:6][P:10](=[O:17])([O:14][CH2:15][CH3:16])[O:11][CH2:12][CH3:13])=[CH:4][CH:3]=1. The yield is 0.530. (4) The catalyst is C(O)(C)C.C1COCC1.O. The yield is 0.920. The product is [OH:4][CH2:5][C:6]1[C:7]([N:28]2[CH2:39][CH2:38][N:37]3[C:30](=[CH:31][C:32]4[CH2:33][C:34]([CH3:40])([CH3:41])[CH2:35][C:36]=43)[C:29]2=[O:42])=[N:8][CH:9]=[CH:10][C:11]=1[C:12]1[CH:13]=[N:14][C:15]([O:26][CH3:27])=[C:16]([NH:18][C:19]2[CH:24]=[CH:23][N:22]=[C:21]([CH3:25])[N:20]=2)[CH:17]=1. The reactants are C([O:4][CH2:5][C:6]1[C:7]([N:28]2[CH2:39][CH2:38][N:37]3[C:30](=[CH:31][C:32]4[CH2:33][C:34]([CH3:41])([CH3:40])[CH2:35][C:36]=43)[C:29]2=[O:42])=[N:8][CH:9]=[CH:10][C:11]=1[C:12]1[CH:13]=[N:14][C:15]([O:26][CH3:27])=[C:16]([NH:18][C:19]2[CH:24]=[CH:23][N:22]=[C:21]([CH3:25])[N:20]=2)[CH:17]=1)(=O)C.O.[OH-].[Li+]. (5) The reactants are Cl.[CH3:2][C@@:3]([S:34]([CH3:37])(=[O:36])=[O:35])([CH2:14][CH2:15][N:16]1[CH:21]=[CH:20][C:19]([C:22]2[CH:27]=[CH:26][C:25]([N:28]3[CH:32]=[CH:31][CH:30]=[N:29]3)=[CH:24][CH:23]=2)=[CH:18][C:17]1=[O:33])[C:4]([NH:6][O:7]C1CCCCO1)=[O:5]. The catalyst is ClCCl.CO. The product is [OH:7][NH:6][C:4](=[O:5])[C@:3]([CH3:2])([S:34]([CH3:37])(=[O:36])=[O:35])[CH2:14][CH2:15][N:16]1[CH:21]=[CH:20][C:19]([C:22]2[CH:23]=[CH:24][C:25]([N:28]3[CH:32]=[CH:31][CH:30]=[N:29]3)=[CH:26][CH:27]=2)=[CH:18][C:17]1=[O:33]. The yield is 0.980. (6) The reactants are N(/C(OC(C)C)=O)=N\C(OC(C)C)=O.C1(P(C2C=CC=CC=2)C2C=CC=CC=2)C=CC=CC=1.[F:34][C:35]1[C:44]([CH2:45]O)=[C:43]([F:47])[CH:42]=[C:41]2[C:36]=1[CH:37]=[CH:38][CH:39]=[N:40]2.[C:48]1(=[O:58])[C:56]2[C:51](=[CH:52][CH:53]=[CH:54][CH:55]=2)[C:50](=[O:57])[NH:49]1. The catalyst is C1COCC1. The product is [F:34][C:35]1[C:44]([CH2:45][N:49]2[C:50](=[O:57])[C:51]3[C:56](=[CH:55][CH:54]=[CH:53][CH:52]=3)[C:48]2=[O:58])=[C:43]([F:47])[CH:42]=[C:41]2[C:36]=1[CH:37]=[CH:38][CH:39]=[N:40]2. The yield is 0.810. (7) The reactants are [Br:1][C:2]1[C:3]([CH3:13])=[N:4][C:5]([C:8]2[N:12]=[CH:11][NH:10][N:9]=2)=[CH:6][CH:7]=1.[O:14]1[CH:19]=[CH:18][CH2:17][CH2:16][CH2:15]1.CS(O)(=O)=O. The catalyst is O1CCCC1. The product is [Br:1][C:2]1[C:3]([CH3:13])=[N:4][C:5]([C:8]2[N:12]=[CH:11][N:10]([CH:15]3[CH2:16][CH2:17][CH2:18][CH2:19][O:14]3)[N:9]=2)=[CH:6][CH:7]=1. The yield is 0.850. (8) The reactants are [N+:1]([C:4]1[CH:5]=[C:6]([CH:17]=[CH:18][CH:19]=1)[O:7][C:8]1[CH:9]=[CH:10][C:11](C(O)=O)=[N:12][CH:13]=1)([O-:3])=[O:2].C1(P([N:34]=[N+]=[N-])(C2C=CC=CC=2)=O)C=CC=CC=1.C(N(CC)CC)C. The catalyst is C(O)(C)(C)C. The product is [N+:1]([C:4]1[CH:5]=[C:6]([CH:17]=[CH:18][CH:19]=1)[O:7][C:8]1[CH:9]=[CH:10][C:11]([NH2:34])=[N:12][CH:13]=1)([O-:3])=[O:2]. The yield is 0.630. (9) The reactants are [CH3:1][N:2]([CH3:15])[C:3]1[C:12]2[C:7](=[CH:8][CH:9]=[C:10]([NH2:13])[CH:11]=2)[N:6]=[C:5]([CH3:14])[CH:4]=1.[Cl:16][C:17]1[N:22]=[C:21](Cl)[N:20]=[C:19]([Cl:24])[N:18]=1.C(=O)([O-])[O-].[K+].[K+]. The catalyst is O1CCCC1. The product is [Cl:16][C:17]1[N:18]=[C:19]([Cl:24])[N:20]=[C:21]([NH:13][C:10]2[CH:11]=[C:12]3[C:7](=[CH:8][CH:9]=2)[N:6]=[C:5]([CH3:14])[CH:4]=[C:3]3[N:2]([CH3:15])[CH3:1])[N:22]=1. The yield is 0.980. (10) The reactants are [CH:1]1([CH2:6][C@H:7]([N:11]2[CH2:19][C:18]3[C:13](=[CH:14][CH:15]=[CH:16][CH:17]=3)[C:12]2=[O:20])[C:8]([OH:10])=O)[CH2:5][CH2:4][CH2:3][CH2:2]1.[CH3:21][O:22][CH2:23][CH2:24][N:25]1[CH:29]=[CH:28][C:27]([NH2:30])=[N:26]1.F[P-](F)(F)(F)(F)F.N1(O[P+](N(C)C)(N(C)C)N(C)C)C2C=CC=CC=2N=N1.C(N(CC)C(C)C)(C)C. The catalyst is C(Cl)Cl. The product is [CH:1]1([CH2:6][C@H:7]([N:11]2[CH2:19][C:18]3[C:13](=[CH:14][CH:15]=[CH:16][CH:17]=3)[C:12]2=[O:20])[C:8]([NH:30][C:27]2[CH:28]=[CH:29][N:25]([CH2:24][CH2:23][O:22][CH3:21])[N:26]=2)=[O:10])[CH2:2][CH2:3][CH2:4][CH2:5]1. The yield is 0.650.